This data is from Catalyst prediction with 721,799 reactions and 888 catalyst types from USPTO. The task is: Predict which catalyst facilitates the given reaction. (1) Reactant: [Cl:1][C:2]1[CH:10]=[C:9]([Br:11])[CH:8]=[CH:7][C:3]=1[C:4]([OH:6])=O.[Cl:12][C:13]1[CH:18]=[CH:17][C:16]([S:19]([NH2:22])(=[O:21])=[O:20])=[CH:15][CH:14]=1.CC1C=CC(S(O)(=O)=O)=CC=1. Product: [Cl:1][C:2]1[CH:10]=[C:9]([Br:11])[CH:8]=[CH:7][C:3]=1[C:4]([NH:22][S:19]([C:16]1[CH:15]=[CH:14][C:13]([Cl:12])=[CH:18][CH:17]=1)(=[O:21])=[O:20])=[O:6]. The catalyst class is: 4. (2) Product: [Br:1][C:2]1[CH:10]=[C:6]([C:7]([N:20]([O:21][CH3:22])[CH3:19])=[O:8])[CH:5]=[N:4][CH:3]=1. The catalyst class is: 34. Reactant: [Br:1][C:2]1[CH:3]=[N:4][CH:5]=[C:6]([CH:10]=1)[C:7](O)=[O:8].CN1C(=O)CCC1.Cl.[CH3:19][NH:20][O:21][CH3:22].C(Cl)CCl. (3) Reactant: Br[C:2]1[CH:3]=[N+:4]([O-:11])[CH:5]=[CH:6][C:7]=1[N+:8]([O-:10])=[O:9].[NH:12]1[CH2:17][CH2:16][CH2:15][CH2:14][CH2:13]1. Product: [N+:8]([C:7]1[CH:6]=[CH:5][N+:4]([O-:11])=[CH:3][C:2]=1[N:12]1[CH2:17][CH2:16][CH2:15][CH2:14][CH2:13]1)([O-:10])=[O:9]. The catalyst class is: 8. (4) Reactant: [Cl:1][Si](C)(C)C.[CH3:6][N:7]([CH3:36])[C:8]1([C:30]2[CH:35]=[CH:34][CH:33]=[CH:32][CH:31]=2)[CH2:13][CH2:12][C:11](=[CH:14][C:15]([NH:17][CH:18]([CH3:29])[CH2:19][C:20]2[C:28]3[C:23](=[CH:24][CH:25]=[CH:26][CH:27]=3)[NH:22][CH:21]=2)=[O:16])[CH2:10][CH2:9]1. Product: [ClH:1].[CH3:36][N:7]([CH3:6])[C:8]1([C:30]2[CH:35]=[CH:34][CH:33]=[CH:32][CH:31]=2)[CH2:9][CH2:10][C:11](=[CH:14][C:15]([NH:17][CH:18]([CH3:29])[CH2:19][C:20]2[C:28]3[C:23](=[CH:24][CH:25]=[CH:26][CH:27]=3)[NH:22][CH:21]=2)=[O:16])[CH2:12][CH2:13]1. The catalyst class is: 573.